This data is from Reaction yield outcomes from USPTO patents with 853,638 reactions. The task is: Predict the reaction yield, written as a fraction of the theoretical maximum amount of product (1.0 means a 100% yield; for example, 0.34 means a 34% yield). (1) The product is [ClH:38].[F:1][C:2]1[C:7]([C:8]2[N:9]=[C:10]([CH2:22][NH:23][CH3:24])[S:11][C:12]=2[S:13]([C:16]2[CH:21]=[CH:20][CH:19]=[CH:18][CH:17]=2)(=[O:15])=[O:14])=[CH:6][CH:5]=[CH:4][N:3]=1. The reactants are [F:1][C:2]1[C:7]([C:8]2[N:9]=[C:10]([CH2:22][N:23](C)[C:24](=O)OC(C)(C)C)[S:11][C:12]=2[S:13]([C:16]2[CH:21]=[CH:20][CH:19]=[CH:18][CH:17]=2)(=[O:15])=[O:14])=[CH:6][CH:5]=[CH:4][N:3]=1.C(OCC)(=O)C.[ClH:38]. The yield is 0.530. The catalyst is C(O)C. (2) The reactants are [Cl:1][C:2]1[N:3]=[C:4](Cl)[C:5]2[CH2:10][CH2:9][CH:8]([C:11]3[CH:16]=[CH:15][C:14]([F:17])=[CH:13][CH:12]=3)[C:6]=2[N:7]=1.[F:19][C:20]1([F:26])[CH2:25][CH2:24][NH:23][CH2:22][CH2:21]1. The catalyst is CO. The product is [Cl:1][C:2]1[N:3]=[C:4]([N:23]2[CH2:24][CH2:25][C:20]([F:26])([F:19])[CH2:21][CH2:22]2)[C:5]2[CH2:10][CH2:9][CH:8]([C:11]3[CH:16]=[CH:15][C:14]([F:17])=[CH:13][CH:12]=3)[C:6]=2[N:7]=1. The yield is 0.691. (3) The reactants are [CH3:1][C:2]1[CH:3]=[CH:4][C:5]([C:8]2[N:12]([C:13]3[CH:18]=[N:17][CH:16]=[CH:15][N:14]=3)[N:11]=[C:10]([C:19]([OH:21])=O)[CH:9]=2)=[N:6][CH:7]=1.[C:22]([NH2:26])([CH3:25])([CH3:24])[CH3:23]. No catalyst specified. The product is [C:22]([NH:26][C:19]([C:10]1[CH:9]=[C:8]([C:5]2[CH:4]=[CH:3][C:2]([CH3:1])=[CH:7][N:6]=2)[N:12]([C:13]2[CH:18]=[N:17][CH:16]=[CH:15][N:14]=2)[N:11]=1)=[O:21])([CH3:25])([CH3:24])[CH3:23]. The yield is 0.480. (4) The reactants are [N-:1]=[N+:2]=[N-:3].[Na+].[Cl-].[NH4+].[C:7]1([C:23]2[CH:28]=[CH:27][CH:26]=[CH:25][CH:24]=2)[CH:12]=[CH:11][C:10]([CH2:13][O:14][C:15]2[CH:16]=[C:17]([CH:20]=[CH:21][CH:22]=2)[C:18]#[N:19])=[CH:9][CH:8]=1.O. The catalyst is CN(C)C=O. The product is [C:7]1([C:23]2[CH:28]=[CH:27][CH:26]=[CH:25][CH:24]=2)[CH:12]=[CH:11][C:10]([CH2:13][O:14][C:15]2[CH:16]=[C:17]([C:18]3[NH:19][N:3]=[N:2][N:1]=3)[CH:20]=[CH:21][CH:22]=2)=[CH:9][CH:8]=1. The yield is 0.560. (5) The reactants are [C:1]([O:5][C:6]([NH:8][C:9]1[CH:19]=[CH:18][C:12]([C:13](OCC)=[O:14])=[CH:11][N:10]=1)=[O:7])([CH3:4])([CH3:3])[CH3:2].[H-].[H-].[H-].[H-].[Li+].[Al+3]. The catalyst is C1COCC1. The product is [OH:14][CH2:13][C:12]1[CH:18]=[CH:19][C:9]([NH:8][C:6](=[O:7])[O:5][C:1]([CH3:3])([CH3:2])[CH3:4])=[N:10][CH:11]=1. The yield is 0.740.